This data is from Forward reaction prediction with 1.9M reactions from USPTO patents (1976-2016). The task is: Predict the product of the given reaction. (1) Given the reactants [CH:1]([C:4]1[CH:9]=[CH:8][C:7]([CH:10]2[C:14]3[C:15]([CH3:22])=[C:16]([OH:21])[C:17]([CH3:20])=[C:18]([CH3:19])[C:13]=3[O:12][C:11]2([CH3:24])[CH3:23])=[CH:6][CH:5]=1)([CH3:3])[CH3:2].Cl.Cl[CH2:27][C:28]1[CH:33]=[CH:32][N:31]=[CH:30][CH:29]=1, predict the reaction product. The product is: [CH:1]([C:4]1[CH:9]=[CH:8][C:7]([CH:10]2[C:14]3[C:15]([CH3:22])=[C:16]([O:21][CH2:27][C:28]4[CH:33]=[CH:32][N:31]=[CH:30][CH:29]=4)[C:17]([CH3:20])=[C:18]([CH3:19])[C:13]=3[O:12][C:11]2([CH3:24])[CH3:23])=[CH:6][CH:5]=1)([CH3:3])[CH3:2]. (2) Given the reactants IC1C=CC(C2NC([C@@H](N3C(=O)[C@@H](CCC(O)=O)NC3=O)C(C)C)=NC=2)=CC=1.[Cl:29][C:30]1[CH:35]=[C:34]([I:36])[CH:33]=[CH:32][C:31]=1I.C1(C[C@H]2NC(=O)[N:44]([C@H:48]([C:57]3[NH:58][C:59]([C:63]4C=CC(I)=CC=4F)=[C:60](C)[N:61]=3)[C@H:49]([C:51]3[CH:56]=[CH:55][CH:54]=[CH:53][CH:52]=3)[CH3:50])C2=O)CC1.C([Mg]Br)C.C(O[C:81]([NH:83][C@H:84]([C:88]1[CH:93]=[CH:92][C:91]([O:94][CH2:95][C:96](=[O:100])N(C)C)=[CH:90][CH:89]=1)[C:85]([OH:87])=O)=[O:82])(C)(C)C.ClN1C(=O)CCC1=O, predict the reaction product. The product is: [Cl:29][C:30]1[CH:35]=[C:34]([I:36])[CH:33]=[CH:32][C:31]=1[C:60]1[NH:61][C:57]([C@@H:48]([N:44]2[C:85](=[O:87])[C@@H:84]([C:88]3[CH:89]=[CH:90][C:91]([O:94][CH2:95][CH2:96][OH:100])=[CH:92][CH:93]=3)[NH:83][C:81]2=[O:82])[C@H:49]([C:51]2[CH:56]=[CH:55][CH:54]=[CH:53][CH:52]=2)[CH3:50])=[N:58][C:59]=1[CH3:63].